This data is from Full USPTO retrosynthesis dataset with 1.9M reactions from patents (1976-2016). The task is: Predict the reactants needed to synthesize the given product. (1) Given the product [Cl:1][C:2]1[CH:8]=[CH:7][CH:6]=[CH:5][C:3]=1[NH:4][C:28]1[C:29]([Cl:33])=[CH:30][N:31]=[C:26]([Cl:25])[N:27]=1, predict the reactants needed to synthesize it. The reactants are: [Cl:1][C:2]1[CH:8]=[CH:7][CH:6]=[CH:5][C:3]=1[NH2:4].CN1CCCC1=O.C(N(CC)C(C)C)(C)C.[Cl:25][C:26]1[N:31]=[C:30](Cl)[C:29]([Cl:33])=[CH:28][N:27]=1. (2) The reactants are: Cl[C:2]1[C:11]2[C:10](=[O:12])[N:9]([CH3:13])[CH:8]=[N:7][C:6]=2[CH:5]=[C:4](Cl)[N:3]=1.[O:15]1[CH2:20][CH2:19][N:18]([C:21]2[CH:26]=[CH:25][C:24](B3OC(C)(C)C(C)(C)O3)=[CH:23][CH:22]=2)[CH2:17][CH2:16]1.[C:36]([O-:39])([O-])=O.[Na+].[Na+]. Given the product [CH3:13][N:9]1[C:10](=[O:12])[C:11]2[C:2]([C:24]3[CH:23]=[CH:22][C:21]([N:18]4[CH2:17][CH2:16][O:15][CH2:20][CH2:19]4)=[CH:26][CH:25]=3)=[N:3][C:4]([C:24]3[CH:25]=[CH:26][C:21]([N:18]4[CH2:19][CH2:36][O:39][CH2:16][CH2:17]4)=[CH:22][CH:23]=3)=[CH:5][C:6]=2[N:7]=[CH:8]1, predict the reactants needed to synthesize it. (3) Given the product [CH3:7][C@@H:8]([CH2:9][CH2:10][CH2:11][C:12]1[CH:21]=[CH:20][CH:19]=[CH:18][CH:13]=1)[C:1]([OH:4])=[O:3], predict the reactants needed to synthesize it. The reactants are: [C:1]([O:4]CC)(=[O:3])C.[CH3:7][CH2:8][CH2:9][CH2:10][CH2:11][CH2:12][CH3:13].C(O)(=O)C.[CH3:18][CH2:19][CH2:20][CH2:21]CCC.CC(O)C. (4) Given the product [CH2:2]([O:4][C:5]([NH:7][C:8]1[CH:13]=[CH:12][N:11]2[C:10]([CH:9]=1)=[C:29]([C:28]([O:33][CH2:34][C:35]1[CH:40]=[CH:39][CH:38]=[CH:37][CH:36]=1)=[O:32])[C:30]([CH3:31])=[C:14]2[C:15](=[O:16])[C:17]1[CH:22]=[CH:21][C:20]([N+:23]([O-:25])=[O:24])=[C:19]([O:26][CH3:27])[CH:18]=1)=[O:6])[CH3:3], predict the reactants needed to synthesize it. The reactants are: [Br-].[CH2:2]([O:4][C:5]([NH:7][C:8]1[CH:13]=[CH:12][N+:11]([CH2:14][C:15]([C:17]2[CH:22]=[CH:21][C:20]([N+:23]([O-:25])=[O:24])=[C:19]([O:26][CH3:27])[CH:18]=2)=[O:16])=[CH:10][CH:9]=1)=[O:6])[CH3:3].[C:28]([O:33][CH2:34][C:35]1[CH:40]=[CH:39][CH:38]=[CH:37][CH:36]=1)(=[O:32])/[CH:29]=[CH:30]/[CH3:31]. (5) Given the product [CH:14]1([C:12]([C:9]2[CH:10]=[CH:11][C:6]([O:5][CH2:4][CH2:3][CH2:2][N:20]3[CH2:21][CH2:22][CH:18]([OH:17])[CH2:19]3)=[CH:7][CH:8]=2)=[O:13])[CH2:16][CH2:15]1, predict the reactants needed to synthesize it. The reactants are: Cl[CH2:2][CH2:3][CH2:4][O:5][C:6]1[CH:11]=[CH:10][C:9]([C:12]([CH:14]2[CH2:16][CH2:15]2)=[O:13])=[CH:8][CH:7]=1.[OH:17][CH:18]1[CH2:22][CH2:21][NH:20][CH2:19]1.C(=O)([O-])[O-].[K+].[K+].[I-].[K+]. (6) Given the product [CH2:32]1[C:33]2[C:29](=[CH:28][C:27]([N:25]([CH3:26])[C:23](=[O:24])[C@@H:22]([NH:21][C:12]([NH:11][S:8]([C:3]3[CH:4]=[CH:5][CH:6]=[CH:7][C:2]=3[CH3:1])(=[O:10])=[O:9])=[O:13])[CH2:36][C:37]3[CH:42]=[CH:41][CH:40]=[CH:39][CH:38]=3)=[CH:35][CH:34]=2)[CH2:30][CH2:31]1, predict the reactants needed to synthesize it. The reactants are: [CH3:1][C:2]1[CH:7]=[CH:6][CH:5]=[CH:4][C:3]=1[S:8]([N:11]=[C:12]=[O:13])(=[O:10])=[O:9].C(O)(C(F)(F)F)=O.[NH2:21][C@@H:22]([CH2:36][C:37]1[CH:42]=[CH:41][CH:40]=[CH:39][CH:38]=1)[C:23]([N:25]([C:27]1[CH:28]=[C:29]2[C:33](=[CH:34][CH:35]=1)[CH2:32][CH2:31][CH2:30]2)[CH3:26])=[O:24].C(N(CC)CC)C.